Dataset: Reaction yield outcomes from USPTO patents with 853,638 reactions. Task: Predict the reaction yield, written as a fraction of the theoretical maximum amount of product (1.0 means a 100% yield; for example, 0.34 means a 34% yield). (1) The reactants are [CH3:1][CH:2]([C:8](=[O:10])[CH3:9])[C:3]([O:5][CH2:6][CH3:7])=[O:4].CC1C=CC(S(O[CH:22]2[CH2:26][CH2:25][CH2:24][CH:23]2[CH3:27])(=O)=O)=CC=1. No catalyst specified. The product is [CH3:1][C:2]([CH:22]1[CH2:26][CH2:25][CH2:24][CH:23]1[CH3:27])([C:8](=[O:10])[CH3:9])[C:3]([O:5][CH2:6][CH3:7])=[O:4]. The yield is 0.230. (2) The reactants are C[O:2][C:3]([C:5]1[CH:6]=[CH:7][C:8]2[O:17][CH2:16][CH2:15][C:14]3[N:10]([N:11]=[C:12]([C:18]4[N:19]([CH2:23][C:24]([F:27])([F:26])[F:25])[N:20]=[CH:21][N:22]=4)[CH:13]=3)[C:9]=2[CH:28]=1)=O.CC(C[AlH]CC(C)C)C.C(C(C(C([O-])=O)O)O)([O-])=O.[K+].[Na+]. The catalyst is C1COCC1.CO. The product is [F:26][C:24]([F:25])([F:27])[CH2:23][N:19]1[C:18]([C:12]2[CH:13]=[C:14]3[N:10]([N:11]=2)[C:9]2[CH:28]=[C:5]([CH2:3][OH:2])[CH:6]=[CH:7][C:8]=2[O:17][CH2:16][CH2:15]3)=[N:22][CH:21]=[N:20]1. The yield is 1.00. (3) The reactants are CCN(CC)CC.[Cl:8][C:9]1[CH:10]=[N:11][CH:12]=[CH:13][C:14]=1[C:15]([OH:17])=O.CCN=C=NCCCN(C)C.C1C=CC2N(O)N=NC=2C=1.[CH3:39][NH:40][O:41][CH3:42].Cl. The catalyst is C(Cl)Cl. The product is [Cl:8][C:9]1[CH:10]=[N:11][CH:12]=[CH:13][C:14]=1[C:15]([N:40]([CH3:39])[O:41][CH3:42])=[O:17]. The yield is 0.580. (4) The reactants are [O:1]=[C:2]([C:14]1[CH:15]=[N:16][CH:17]=[CH:18][CH:19]=1)[CH:3]([C:9]1[CH:13]=[CH:12][S:11][CH:10]=1)C(OCC)=O. The catalyst is CS(C)=O.[Cl-].[Na+].O.O. The product is [N:16]1[CH:17]=[CH:18][CH:19]=[C:14]([C:2](=[O:1])[CH2:3][C:9]2[CH:13]=[CH:12][S:11][CH:10]=2)[CH:15]=1. The yield is 0.680. (5) The reactants are [NH2:1][C:2]1[N:7]=[CH:6][N:5]=[C:4]([NH:8][C@H:9]([C:11]2[N:16]([C:17]3[CH:22]=[CH:21][CH:20]=[CH:19][CH:18]=3)[C:15](=[O:23])[C:14]3=[C:24]([CH3:27])[CH:25]=[CH:26][N:13]3[N:12]=2)[CH3:10])[C:3]=1Br.[CH3:29][O:30][C:31]1[CH:32]=[C:33]([CH:35]=[C:36](B2OC(C)(C)C(C)(C)O2)[CH:37]=1)[NH2:34].C(=O)([O-])[O-].[Cs+].[Cs+]. The catalyst is O1CCOCC1.C(OCC)(=O)C. The product is [NH2:1][C:2]1[N:7]=[CH:6][N:5]=[C:4]([NH:8][C@H:9]([C:11]2[N:16]([C:17]3[CH:22]=[CH:21][CH:20]=[CH:19][CH:18]=3)[C:15](=[O:23])[C:14]3=[C:24]([CH3:27])[CH:25]=[CH:26][N:13]3[N:12]=2)[CH3:10])[C:3]=1[C:36]1[CH:37]=[C:31]([O:30][CH3:29])[CH:32]=[C:33]([NH2:34])[CH:35]=1. The yield is 0.520. (6) The reactants are [CH2:1]([O:8][CH2:9][N:10]1[C:15](=[O:16])[C:14]([Br:17])=[N:13][N:12]([CH2:18][C:19](F)(F)[C:20]2C=[CH:24][CH:23]=[CH:22][CH:21]=2)[C:11]1=[O:28])[C:2]1[CH:7]=[CH:6][CH:5]=[CH:4][CH:3]=1.ICCC1C=CC=C[N:33]=1. No catalyst specified. The product is [CH2:1]([O:8][CH2:9][N:10]1[C:15](=[O:16])[C:14]([Br:17])=[N:13][N:12]([CH2:18][CH2:19][C:20]2[CH:21]=[CH:22][CH:23]=[CH:24][N:33]=2)[C:11]1=[O:28])[C:2]1[CH:7]=[CH:6][CH:5]=[CH:4][CH:3]=1. The yield is 0.850. (7) The reactants are [CH3:1][C:2]([O:5][C:6]([NH:8][CH:9]1[CH2:13][NH:12][CH2:11][CH2:10]1)=[O:7])([CH3:4])[CH3:3].C(=O)([O-])[O-].[Cs+].[Cs+].Br[C:21]1[CH:22]=[C:23]([Cl:27])[CH:24]=[CH:25][CH:26]=1.C1(P(C2C=CC=CC=2)C2(P(C3C=CC=CC=3)C3C=CC=CC=3)CC=C3C(C=CC=C3)=C2C2C3C(=CC=CC=3)C=CC=2)C=CC=CC=1. The catalyst is C1(C)C=CC=CC=1. The product is [Cl:27][C:23]1[CH:22]=[C:21]([N:12]2[CH2:11][CH2:10][CH:9]([NH:8][C:6](=[O:7])[O:5][C:2]([CH3:1])([CH3:3])[CH3:4])[CH2:13]2)[CH:26]=[CH:25][CH:24]=1. The yield is 0.628. (8) The reactants are [CH3:1][O:2][C:3]1[CH:8]=[CH:7][C:6]([NH:9][C:10](=[O:25])[CH:11]=[CH:12][C:13]2[C:18]([O:19][CH3:20])=[CH:17][C:16]([O:21][CH3:22])=[CH:15][C:14]=2[O:23][CH3:24])=[CH:5][C:4]=1[N+:26]([O-])=O.S(S([O-])=O)([O-])=O.[Na+].[Na+].O.C(OCC)(=O)C. The catalyst is CC(C)=O.O. The product is [CH3:1][O:2][C:3]1[CH:8]=[CH:7][C:6]([NH:9][C:10](=[O:25])/[CH:11]=[CH:12]/[C:13]2[C:14]([O:23][CH3:24])=[CH:15][C:16]([O:21][CH3:22])=[CH:17][C:18]=2[O:19][CH3:20])=[CH:5][C:4]=1[NH2:26]. The yield is 0.480. (9) The reactants are [H-].C([Al+]CC(C)C)C(C)C.[CH:11]1([C:14]([NH:16][C:17]2[N:18]=[CH:19][C:20]3[C:25]([CH:26]=2)=[CH:24][CH:23]=[C:22]([C:27]2[C:28]([CH3:38])=[C:29]([F:37])[C:30]([C:33](OC)=[O:34])=[N:31][CH:32]=2)[CH:21]=3)=[O:15])[CH2:13][CH2:12]1. The catalyst is C(Cl)Cl. The product is [F:37][C:29]1[C:28]([CH3:38])=[C:27]([C:22]2[CH:21]=[C:20]3[C:25]([CH:26]=[C:17]([NH:16][C:14]([CH:11]4[CH2:13][CH2:12]4)=[O:15])[N:18]=[CH:19]3)=[CH:24][CH:23]=2)[CH:32]=[N:31][C:30]=1[CH2:33][OH:34]. The yield is 0.230.